From a dataset of Reaction yield outcomes from USPTO patents with 853,638 reactions. Predict the reaction yield, written as a fraction of the theoretical maximum amount of product (1.0 means a 100% yield; for example, 0.34 means a 34% yield). (1) The reactants are [C:1]1([CH3:8])[C:6]([OH:7])=[CH:5][CH:4]=[CH:3][CH:2]=1.[S-:9][C:10]#[N:11].[Na+].[Br-].[Na+].BrBr.C(=O)(O)[O-].[Na+]. The catalyst is CO. The product is [CH3:8][C:1]1[CH:2]=[C:3]([S:9][C:10]#[N:11])[CH:4]=[CH:5][C:6]=1[OH:7]. The yield is 0.698. (2) The reactants are I[C:2]1[CH:7]=[CH:6][C:5](I)=[CH:4][CH:3]=1.[CH:9]12[CH2:15][CH:12]([CH:13]=[CH:14]1)[CH2:11][CH:10]2[CH:16]([C:25]1[CH:30]=[CH:29][C:28]([OH:31])=[C:27]([CH3:32])[CH:26]=1)[C:17]1[CH:22]=[CH:21][C:20]([OH:23])=[C:19]([CH3:24])[CH:18]=1.C(N([CH2:38][CH3:39])CC)C.[CH:40]([OH:42])=O.C([O:46][CH2:47][CH3:48])(=O)C. The catalyst is [Pd].CN(C=O)C. The product is [OH:31][C:28]1[CH:29]=[CH:30][C:25]([CH:16]([C:17]2[CH:22]=[CH:21][C:20]([OH:23])=[C:19]([CH3:24])[CH:18]=2)[CH:10]2[CH2:11][CH:12]3[CH2:15][CH:9]2[CH2:14][CH:13]3[C:2]2[CH:7]=[CH:6][C:5]([CH:13]3[CH2:14][CH:9]4[CH2:15][CH:12]3[CH2:11][CH:10]4[CH:16]([C:25]3[CH:26]=[CH:27][C:40]([OH:42])=[C:38]([CH3:39])[CH:30]=3)[C:17]3[CH:22]=[CH:48][C:47]([OH:46])=[C:19]([CH3:20])[CH:18]=3)=[CH:4][CH:3]=2)=[CH:26][C:27]=1[CH3:32]. The yield is 0.600.